From a dataset of Reaction yield outcomes from USPTO patents with 853,638 reactions. Predict the reaction yield, written as a fraction of the theoretical maximum amount of product (1.0 means a 100% yield; for example, 0.34 means a 34% yield). The reactants are BrC1SC2C=C(C(OCC)=O)C=CC=2N=1.FC1(F)CCNCC1.C([O-])([O-])=O.[Cs+].[Cs+].[F:30][C:31]1([F:51])[CH2:36][CH2:35][N:34]([C:37]2[S:38][C:39]3[CH:45]=[C:44]([C:46]([O:48]CC)=[O:47])[CH:43]=[CH:42][C:40]=3[N:41]=2)[CH2:33][CH2:32]1.Cl. The catalyst is CC#N.O. The product is [F:51][C:31]1([F:30])[CH2:36][CH2:35][N:34]([C:37]2[S:38][C:39]3[CH:45]=[C:44]([C:46]([OH:48])=[O:47])[CH:43]=[CH:42][C:40]=3[N:41]=2)[CH2:33][CH2:32]1. The yield is 0.990.